Task: Regression. Given a peptide amino acid sequence and an MHC pseudo amino acid sequence, predict their binding affinity value. This is MHC class II binding data.. Dataset: Peptide-MHC class II binding affinity with 134,281 pairs from IEDB (1) The peptide sequence is NRNNTFKPFAEYKSD. The MHC is HLA-DPA10201-DPB10501 with pseudo-sequence HLA-DPA10201-DPB10501. The binding affinity (normalized) is 0.241. (2) The peptide sequence is DVKFPGGNQIVGGVY. The MHC is HLA-DQA10501-DQB10301 with pseudo-sequence HLA-DQA10501-DQB10301. The binding affinity (normalized) is 0.457. (3) The peptide sequence is ADEEQQQALSSQMGF. The MHC is DRB1_0301 with pseudo-sequence DRB1_0301. The binding affinity (normalized) is 0.